From a dataset of Reaction yield outcomes from USPTO patents with 853,638 reactions. Predict the reaction yield, written as a fraction of the theoretical maximum amount of product (1.0 means a 100% yield; for example, 0.34 means a 34% yield). (1) The reactants are [NH2:1][C:2]1[C:3]([CH3:13])=[C:4]([CH:9]=[C:10]([Br:12])[CH:11]=1)[C:5]([O:7][CH3:8])=[O:6].[C:14]1(=O)[CH2:19][CH2:18][CH2:17][CH2:16][CH2:15]1.C(O)(=O)C.C([BH3-])#N.[Na+]. The catalyst is CO. The product is [Br:12][C:10]1[CH:11]=[C:2]([NH:1][CH:14]2[CH2:19][CH2:18][CH2:17][CH2:16][CH2:15]2)[C:3]([CH3:13])=[C:4]([CH:9]=1)[C:5]([O:7][CH3:8])=[O:6]. The yield is 0.410. (2) The reactants are [CH2:1]([CH:3]([C:6]1[C:7]2[N:8]([CH:13]=[C:14]([CH3:16])[N:15]=2)[N:9]=[C:10]([CH3:12])[CH:11]=1)[CH2:4][CH3:5])[CH3:2].Br[C:18]1[C:19]2[CH:27]=[CH:26][CH:25]=[CH:24][C:20]=2[S:21][C:22]=1[CH3:23].C1(P(C2C=CC=CC=2)C2C=CC=CC=2)C=CC=CC=1.C(=O)([O-])[O-].[Cs+].[Cs+].N#N. The catalyst is C([O-])(=O)C.[Pd+2].C([O-])(=O)C.CN(C=O)C. The product is [CH2:1]([CH:3]([C:6]1[C:7]2[N:8]([C:13]([C:18]3[C:19]4[CH:27]=[CH:26][CH:25]=[CH:24][C:20]=4[S:21][C:22]=3[CH3:23])=[C:14]([CH3:16])[N:15]=2)[N:9]=[C:10]([CH3:12])[CH:11]=1)[CH2:4][CH3:5])[CH3:2]. The yield is 0.330. (3) The reactants are [C:1]([O:5][C:6]([N:8]1[CH2:13][CH2:12][CH:11]([C:14]([OH:16])=O)[CH2:10][CH2:9]1)=[O:7])([CH3:4])([CH3:3])[CH3:2].[NH2:17][C@H:18]1[CH2:22][CH2:21][N:20]([CH2:23][C:24]2[CH:29]=[CH:28][CH:27]=[CH:26][CH:25]=2)[CH2:19]1.Cl.CN(C)CCCN=C=NCC. The catalyst is ClCCl.CN(C)C1C=CN=CC=1. The product is [C:1]([O:5][C:6]([N:8]1[CH2:9][CH2:10][CH:11]([C:14](=[O:16])[NH:17][C@H:18]2[CH2:22][CH2:21][N:20]([CH2:23][C:24]3[CH:29]=[CH:28][CH:27]=[CH:26][CH:25]=3)[CH2:19]2)[CH2:12][CH2:13]1)=[O:7])([CH3:2])([CH3:3])[CH3:4]. The yield is 0.840. (4) The reactants are CCN(C(C)C)C(C)C.F[C:11]1[CH:20]=[CH:19][C:14]([C:15]([O:17][CH3:18])=[O:16])=[CH:13][C:12]=1[N+:21]([O-:23])=[O:22].[CH3:24][O:25][C:26]1[CH:31]=[CH:30][C:29]([CH2:32][NH2:33])=[CH:28][CH:27]=1. The catalyst is CN(C)C=O.O. The product is [CH3:24][O:25][C:26]1[CH:31]=[CH:30][C:29]([CH2:32][NH:33][C:11]2[CH:20]=[CH:19][C:14]([C:15]([O:17][CH3:18])=[O:16])=[CH:13][C:12]=2[N+:21]([O-:23])=[O:22])=[CH:28][CH:27]=1. The yield is 0.780. (5) The reactants are [C:1]12([NH:9][CH2:8][C:7]3[CH:10]=[CH:11][C:12]([C:14]([O:16][CH3:17])=[O:15])=[CH:13][C:6]=3[O:5][CH2:4]1)[CH2:3][CH2:2]2.[C:18]1(B(O)O)[CH:23]=[CH:22][CH:21]=[CH:20][CH:19]=1.CCN(CC)CC. The catalyst is CC([O-])=O.CC([O-])=O.[Cu+2].C(Cl)Cl. The product is [C:18]1([N:9]2[C:1]3([CH2:2][CH2:3]3)[CH2:4][O:5][C:6]3[CH:13]=[C:12]([C:14]([O:16][CH3:17])=[O:15])[CH:11]=[CH:10][C:7]=3[CH2:8]2)[CH:23]=[CH:22][CH:21]=[CH:20][CH:19]=1. The yield is 0.390. (6) The reactants are [CH3:1][O:2][C:3]1[CH:4]=[CH:5][C:6]([CH3:10])=[C:7]([CH:9]=1)N.Cl.N([O-])=O.[Na+].[H+].[B-](F)(F)(F)[F:18]. The catalyst is O. The product is [F:18][C:7]1[CH:9]=[C:3]([O:2][CH3:1])[CH:4]=[CH:5][C:6]=1[CH3:10]. The yield is 0.310. (7) The reactants are [CH2:1]([O:8][C:9]1[CH:14]=[CH:13][N:12]([C:15]2[C:16]([F:29])=[CH:17][C:18]3[C:19]4[CH2:28][NH:27][CH2:26][CH2:25][C:20]=4[N:21]([CH3:24])[C:22]=3[CH:23]=2)[C:11](=[O:30])[CH:10]=1)[C:2]1[CH:7]=[CH:6][CH:5]=[CH:4][CH:3]=1.C=O.[BH-](OC(C)=O)(OC(C)=O)O[C:35](C)=O.[Na+]. The catalyst is ClCCl.C(O)(=O)C. The product is [CH2:1]([O:8][C:9]1[CH:14]=[CH:13][N:12]([C:15]2[C:16]([F:29])=[CH:17][C:18]3[C:19]4[CH2:28][N:27]([CH3:35])[CH2:26][CH2:25][C:20]=4[N:21]([CH3:24])[C:22]=3[CH:23]=2)[C:11](=[O:30])[CH:10]=1)[C:2]1[CH:7]=[CH:6][CH:5]=[CH:4][CH:3]=1. The yield is 0.380. (8) The reactants are C([O:8][CH2:9][CH2:10][O:11][CH2:12][CH2:13][O:14][CH2:15][CH2:16][CH2:17][CH2:18][C@H:19]1[C@@H:35]2[C@H:27]([CH2:28][CH2:29][C@@:30]3([CH3:40])[C@H:34]2[CH2:33][CH2:32][C@@H:31]3[O:36][CH2:37][O:38][CH3:39])[C:26]2[CH:25]=[CH:24][C:23]([O:41][CH2:42][O:43][CH3:44])=[CH:22][C:21]=2[CH2:20]1)C1C=CC=CC=1. The catalyst is [Pd].C(O)C. The product is [CH3:44][O:43][CH2:42][O:41][C:23]1[CH:24]=[CH:25][C:26]2[C@@H:27]3[C@@H:35]([C@H:19]([CH2:18][CH2:17][CH2:16][CH2:15][O:14][CH2:13][CH2:12][O:11][CH2:10][CH2:9][OH:8])[CH2:20][C:21]=2[CH:22]=1)[C@H:34]1[C@@:30]([CH3:40])([C@@H:31]([O:36][CH2:37][O:38][CH3:39])[CH2:32][CH2:33]1)[CH2:29][CH2:28]3. The yield is 0.990.